Dataset: Forward reaction prediction with 1.9M reactions from USPTO patents (1976-2016). Task: Predict the product of the given reaction. (1) Given the reactants [CH3:1][CH:2]([CH3:7])[CH2:3][CH2:4][C:5]#[N:6].[CH3:8][C:9]1[CH:14]=[C:13]([CH3:15])[CH:12]=[CH:11][C:10]=1[Mg]Br.CO.[BH4-].[Na+], predict the reaction product. The product is: [CH3:8][C:9]1[CH:14]=[C:13]([CH3:15])[CH:12]=[CH:11][C:10]=1[CH:5]([NH2:6])[CH2:4][CH2:3][CH:2]([CH3:7])[CH3:1]. (2) Given the reactants [CH3:1][S:2]([CH2:5][C:6]1[S:10][C:9]([C:11]([O:13][CH3:14])=[O:12])=[CH:8][CH:7]=1)(=[O:4])=[O:3].[Cl:15][C:16]1[CH:21]=[CH:20][C:19]([CH:22]([C:28]2[CH:33]=[CH:32][C:31]([Cl:34])=[CH:30][CH:29]=2)[N:23]2[CH2:26][C:25](=O)[CH2:24]2)=[CH:18][CH:17]=1.CC(C)([O-])C.[K+].CS(Cl)(=O)=O, predict the reaction product. The product is: [Cl:34][C:31]1[CH:32]=[CH:33][C:28]([CH:22]([C:19]2[CH:18]=[CH:17][C:16]([Cl:15])=[CH:21][CH:20]=2)[N:23]2[CH2:26][C:25](=[CH:1][S:2]([CH2:5][C:6]3[S:10][C:9]([C:11]([O:13][CH3:14])=[O:12])=[CH:8][CH:7]=3)(=[O:4])=[O:3])[CH2:24]2)=[CH:29][CH:30]=1. (3) The product is: [F:1][C:2]1[CH:3]=[CH:4][CH:5]=[C:6]2[C:10]=1[N:9]([CH2:42][CH:43]1[CH2:48][CH2:47][NH:46][CH2:45][CH2:44]1)[C:8](=[O:11])[C:7]12[C:15]2=[CH:16][C:17]3[O:21][CH2:20][O:19][C:18]=3[CH:22]=[C:14]2[O:13][CH2:12]1. Given the reactants [F:1][C:2]1[CH:3]=[CH:4][CH:5]=[C:6]2[C:10]=1[NH:9][C:8](=[O:11])[C:7]12[C:15]2=[CH:16][C:17]3[O:21][CH2:20][O:19][C:18]=3[CH:22]=[C:14]2[O:13][CH2:12]1.CC1(C)COC2=CC3OCC4(C=3C=C12)C1C(=CC=CC=1)N([CH2:42][CH:43]1[CH2:48][CH2:47][NH:46][CH2:45][CH2:44]1)C4, predict the reaction product. (4) Given the reactants [CH3:1][O:2][C:3]1[CH:17]=[C:16]([O:18][CH3:19])[CH:15]=[CH:14][C:4]=1[CH2:5][N:6]1[C:10](=[O:11])[CH2:9][NH:8][S:7]1(=[O:13])=[O:12].[CH3:20][O:21][C:22]1[C:31]2[C:26](=[CH:27][C:28]([CH2:32]O)=[CH:29][CH:30]=2)[N:25]=[CH:24][CH:23]=1.C(P(CCCC)CCCC)CCC.CN(C(/N=N/C(N(C)C)=O)=O)C, predict the reaction product. The product is: [CH3:1][O:2][C:3]1[CH:17]=[C:16]([O:18][CH3:19])[CH:15]=[CH:14][C:4]=1[CH2:5][N:6]1[C:10](=[O:11])[CH2:9][N:8]([CH2:32][C:28]2[CH:27]=[C:26]3[C:31]([C:22]([O:21][CH3:20])=[CH:23][CH:24]=[N:25]3)=[CH:30][CH:29]=2)[S:7]1(=[O:13])=[O:12].